From a dataset of Experimentally validated miRNA-target interactions with 360,000+ pairs, plus equal number of negative samples. Binary Classification. Given a miRNA mature sequence and a target amino acid sequence, predict their likelihood of interaction. (1) The miRNA is hsa-miR-31-5p with sequence AGGCAAGAUGCUGGCAUAGCU. The protein sequence of the target gene is MTEETHPDDDSYIVRVKAVVMTRDDSSGGWFPQEGGGISRVGVCKVMHPEGNGRSGFLIHGERQKDKLVVLECYVRKDLVYTKANPTFHHWKVDNRKFGLTFQSPADARAFDRGVRKAIEDLIEGSTTSSSTIHNEAELGDDDVFTTATDSSSNSSQKREQPTRTISSPTSCEHRRIYTLGHLHDSYPTDHYHLDQPMPRPYRQVSFPDDDEEIVRINPREKIWMTGYEDYRHAPVRGKYPDPSEDADSSYVRFAKGEVPKHDYNYPYVDSSDFGLGEDPKGRGGSVIKTQPSRGKSRRR.... Result: 1 (interaction). (2) The miRNA is mmu-miR-3082-5p with sequence GACAGAGUGUGUGUGUCUGUGU. The protein sequence of the target gene is MGPRRRSRKPEAPRRRSPSPTPTPGPSRRGPSLGASSHQHSRRRQGWLKEIRKLQKSTHLLIRKLPFSRLAREICVKFTRGVDFNWQAQALLALQEAAEAFLVHLFEDAYLLTLHAGRVTLFPKDVQLARRIRGLEEGLG. Result: 0 (no interaction). (3) The miRNA is mmu-miR-331-5p with sequence CUAGGUAUGGUCCCAGGGAUCC. The protein sequence of the target gene is MFHKTEEFFPKKTDSDVDDMDTSDTQWGWFYLAECGKWHMFQPDTNIQCSVSSEDIEKSFKTNPCGSISFTTSKFSYKIDFAEMKQMNLVTGKQRLIKRAPFSISAFSYICENEAIPMPTHWENVNPDVPYQLVSLQNQTHEYNEVASLFGKTMDRNRIKRIQRIQNLDLWEFFCRKKAQLKKKRGVPQINEQMLFHGTSSEFVEAICIHNFDWRINGVHGAVFGKGTYFARDAAYSSRFCKDDIKHGNTFQIHGVSLQQRHLFRTYKSMFLARVLIGDYINGDSKYMRPPSKDGSYVNL.... Result: 0 (no interaction). (4) The miRNA is bta-miR-20b with sequence CAAAGUGCUCACAGUGCAGGUA. The protein sequence of the target gene is MVVPEKEQSWIPKIFKKKTCTTFIVDSTDPGGTLCQCGRPRTAHPAVAMEDAFGAAVVTVWDSDAHTTEKPTDAYGELDFTGAGRKHSNFLRLSDRTDPAAVYSLVTRTWGFRAPNLVVSVLGGSGGPVLQTWLQDLLRRGLVRAAQSTGAWIVTGGLHTGIGRHVGVAVRDHQMASTGGTKVVAMGVAPWGVVRNRDTLINPKGSFPARYRWRGDPEDGVQFPLDYNYSAFFLVDDGTHGCLGGENRFRLRLESYISQQKTGVGGTGIDIPVLLLLIDGDEKMLTRIENATQAQLPCLL.... Result: 0 (no interaction). (5) The miRNA is mmu-miR-344g-3p with sequence CAGGCUCUAGCCAGGGGCUUGA. The protein sequence of the target gene is MKAPTALAPGILLLLLTLAQRSHGECKEALVKSEMNVNMKYQLPNFTAETPIHNVVLPGHHIYLGATNYIYVLNDKDLQKVSEFKTGPVVEHPDCFPCQDCSSKANVSGGVWKDNVNMALLVDTYYDDQLISCGSVNRGTCQRHVLPPDNAADIQSEVHCMFSPLAEEESGQCPDCVVSALGAKVLLSEKDRFINFFVGNTINSSYPPDYSLHSISVRRLKETQDGFKFLTDQSYIDVLPEFRDSYPIKYIHAFESNHFIYFLTVQKETLDAQTFHTRIIRFCSVDSGLHSYMEMPLECI.... Result: 0 (no interaction). (6) The protein sequence of the target gene is MTAVGVQAQRPLGQRQPRRSFFESFIRTLIITCVALAVVLSSVSICDGHWLLAEDRLFGLWHFCTTTNQTICFRDLGQAHVPGLAVGMGLVRSVGALAVVAAIFGLEFLMVSQLCEDKHSQCKWVMGSILLLVSFVLSSGGLLGFVILLRNQVTLIGFTLMFWCEFTASFLLFLNAISGLHINSITHPWE. Result: 1 (interaction). The miRNA is hsa-miR-505-3p with sequence CGUCAACACUUGCUGGUUUCCU. (7) The miRNA is hsa-miR-627-5p with sequence GUGAGUCUCUAAGAAAAGAGGA. The protein sequence of the target gene is MYDAERGWSLSFAGCGFLGFYHVGATRCLSEHAPHLLRDARMLFGASAGALHCVGVLSGIPLEQTLQVLSDLVRKARSRNIGIFHPSFNLSKFLRQGLCKCLPANVHQLISGKIGISLTRVSDGENVLVSDFRSKDEVVDALVCSCFIPFYSGLIPPSFRGVRYVDGGVSDNVPFIDAKTTITVSPFYGEYDICPKVKSTNFLHVDITKLSLRLCTGNLYLLSRAFVPPDLKVLGEICLRGYLDAFRFLEEKGICNRPQPGLKSSSEGMDPEVAMPSWANMSLDSSPESAALAVRLEGDE.... Result: 0 (no interaction). (8) The protein sequence of the target gene is MGNLLSKFRPGCRRRPLPGPGRGAPAPLSRDASPPGRAHSVPTPRPFRGLFRRNARRRPSAASIFVAPKRPCPLPRAAAAPLGVLPAVGWGLAIRKTPMLPARNPPRFGHPSSVRIPPPSRMFTLLLPSPREPAVKARKPIPATLLEETEVWAQEGPRRVKKDEDPVQIEGEDDEKRTPLSSGEASSTSRSQGTQGDVASFRCSPGPLEGNVYHKFSENSMSEKAQASPASSCLEGPAMPSTHSQAGCARHLGKPDPDATAPPEPAVGCSLLQQKLAAEVLNEEPPPSSLGLPIPLMSGK.... The miRNA is hsa-miR-3180-3p with sequence UGGGGCGGAGCUUCCGGAGGCC. Result: 0 (no interaction). (9) Result: 1 (interaction). The protein sequence of the target gene is MPRKQPAGCIFLLTFLGLSGLVGTVTRTYYIGIVEEYWNYVPQGKNVITGKSFTEDKLATLFLERGPNRIGSIYKKAVYRRFTDGTYSIEIPKPPWLGFLGPILRAEVGDVIVIHLKNFASRPYSLHPHGVFYNKDSEGALYPDGTSGRNKNDDMVPPGKNYTYVWPVREEYAPTPADANCLTWVYHSHIDAPKDICSGLIGPLLVCKEGILNRYSGTRNDVDREFVIMFTLVDENQSWYLNENIKHFCTNPDSVDKKDAVFQRSNKMHALNGYLFGNFPEPDMCVGESVSWHLFGMGNE.... The miRNA is hsa-miR-519b-5p with sequence CUCUAGAGGGAAGCGCUUUCUG.